Dataset: Reaction yield outcomes from USPTO patents with 853,638 reactions. Task: Predict the reaction yield, written as a fraction of the theoretical maximum amount of product (1.0 means a 100% yield; for example, 0.34 means a 34% yield). The reactants are Br[CH2:2][CH2:3][CH2:4][N:5]1[C:9](=[O:10])[C:8]2=[CH:11][CH:12]=[CH:13][CH:14]=[C:7]2[C:6]1=[O:15].[I-:16].[K+]. The catalyst is CC(C)=O. The product is [I:16][CH2:2][CH2:3][CH2:4][N:5]1[C:9](=[O:10])[C:8]2=[CH:11][CH:12]=[CH:13][CH:14]=[C:7]2[C:6]1=[O:15]. The yield is 0.790.